Dataset: Full USPTO retrosynthesis dataset with 1.9M reactions from patents (1976-2016). Task: Predict the reactants needed to synthesize the given product. (1) Given the product [C:26]1([CH3:29])[CH:27]=[CH:28][C:23]([NH:22][C:15]([C:9]2[C:10]3[N:11]=[C:12]([O:13][CH3:14])[C:3]([O:2][CH3:1])=[N:4][C:5]=3[CH:6]=[C:7]([N+:19]([O-:21])=[O:20])[C:8]=2[CH3:18])=[O:16])=[CH:24][CH:25]=1, predict the reactants needed to synthesize it. The reactants are: [CH3:1][O:2][C:3]1[C:12]([O:13][CH3:14])=[N:11][C:10]2[C:9]([C:15](Cl)=[O:16])=[C:8]([CH3:18])[C:7]([N+:19]([O-:21])=[O:20])=[CH:6][C:5]=2[N:4]=1.[NH2:22][C:23]1[CH:28]=[CH:27][C:26]([CH3:29])=[CH:25][CH:24]=1. (2) Given the product [C:12]([O:16][C:17](=[O:28])[N:18]([CH2:20][CH2:21][C:22](=[O:27])[CH2:2][CH:3]1[CH2:8][CH2:7][CH2:6][CH2:5][CH2:4]1)[CH3:19])([CH3:15])([CH3:13])[CH3:14], predict the reactants needed to synthesize it. The reactants are: Br[CH2:2][CH:3]1[CH2:8][CH2:7][CH2:6][CH2:5][CH2:4]1.[Mg].II.[C:12]([O:16][C:17](=[O:28])[N:18]([CH2:20][CH2:21][C:22](=[O:27])N(OC)C)[CH3:19])([CH3:15])([CH3:14])[CH3:13].CCOC(C1N=C(C2N3C(=NC(C4C=CC=CC=4)=N3)SC=2)SC=1)=O. (3) Given the product [OH-:51].[NH4+:3].[CH3:21][C:22]1[N:27]=[C:26]([NH:28][C:2]2[C:7]3=[CH:8][N:9]([C:11]4[C:18]([F:19])=[CH:17][CH:16]=[CH:15][C:12]=4[C:13]#[N:14])[N:10]=[C:6]3[C:5]([F:20])=[CH:4][N:3]=2)[CH:25]=[C:24]([CH3:29])[N:23]=1, predict the reactants needed to synthesize it. The reactants are: Br[C:2]1[C:7]2=[CH:8][N:9]([C:11]3[C:18]([F:19])=[CH:17][CH:16]=[CH:15][C:12]=3[C:13]#[N:14])[N:10]=[C:6]2[C:5]([F:20])=[CH:4][N:3]=1.[CH3:21][C:22]1[N:27]=[C:26]([NH2:28])[CH:25]=[C:24]([CH3:29])[N:23]=1.CC1(C)C2C(=C(P(C3C=CC=CC=3)C3C=CC=CC=3)C=CC=2)[O:51]C2C(P(C3C=CC=CC=3)C3C=CC=CC=3)=CC=CC1=2.C(=O)([O-])[O-].[Cs+].[Cs+]. (4) Given the product [F:3][C:4]([F:9])([F:8])[CH:5]([O:7][C:11]1[CH:18]=[CH:17][C:14]([C:15]#[N:16])=[CH:13][CH:12]=1)[CH3:6], predict the reactants needed to synthesize it. The reactants are: [H-].[Na+].[F:3][C:4]([F:9])([F:8])[CH:5]([OH:7])[CH3:6].F[C:11]1[CH:18]=[CH:17][C:14]([C:15]#[N:16])=[CH:13][CH:12]=1. (5) Given the product [OH:14][CH:13]([CH2:12][O:11][C:8]1[CH:9]=[CH:10][C:4]2[S:3][C:2]([CH3:1])=[N:6][C:5]=2[CH:7]=1)[CH2:15][N:32]1[CH2:31][CH2:30][N:29]([CH2:28][C:27]([NH:26][C:23]2[CH:24]=[CH:25][C:20]([OH:19])=[CH:21][CH:22]=2)=[O:35])[CH2:34][CH2:33]1, predict the reactants needed to synthesize it. The reactants are: [CH3:1][C:2]1[S:3][C:4]2[CH:10]=[CH:9][C:8]([O:11][CH2:12][CH:13]3[CH2:15][O:14]3)=[CH:7][C:5]=2[N:6]=1.C([O:19][C:20]1[CH:25]=[CH:24][C:23]([NH:26][C:27](=[O:35])[CH2:28][N:29]2[CH2:34][CH2:33][NH:32][CH2:31][CH2:30]2)=[CH:22][CH:21]=1)(=O)C.CC1C=CC=C(C)C=1NC(=O)CN1CCNCC1. (6) Given the product [OH:25][CH2:24][CH:5]1[CH:4]([OH:43])[CH:3]([OH:33])[CH:2]2[N:1]=[C:9]([NH:37][CH2:34][CH2:35][CH3:36])[O:8][CH:7]2[CH2:6]1, predict the reactants needed to synthesize it. The reactants are: [NH2:1][CH:2]1[CH:7]([O:8][CH2:9]C2C=CC=CC=2)[CH:6](OCC2C=CC=CC=2)[CH:5]([CH2:24][O:25]CC2C=CC=CC=2)[CH2:4][CH:3]1[OH:33].[CH2:34]([N:37]=C=S)[CH2:35][CH3:36].CI.C([O-])(O)=[O:43].[Na+].